This data is from Reaction yield outcomes from USPTO patents with 853,638 reactions. The task is: Predict the reaction yield, written as a fraction of the theoretical maximum amount of product (1.0 means a 100% yield; for example, 0.34 means a 34% yield). (1) The reactants are COC[O:4][C:5]1[CH:10]=[CH:9][C:8]([C:11](=O)[CH2:12][C:13]2[CH:18]=[CH:17][CH:16]=[CH:15][CH:14]=2)=[CH:7][CH:6]=1.[CH2:20]([O:22][C:23]1[CH:24]=[C:25]([CH:28]=[C:29]([N+:32]([O-:34])=[O:33])[C:30]=1[OH:31])[CH:26]=O)[CH3:21].[NH2:35][C:36]([NH2:38])=[O:37].Cl. The catalyst is CCO. The product is [CH2:20]([O:22][C:23]1[CH:24]=[C:25]([CH:26]2[C:12]([C:13]3[CH:14]=[CH:15][CH:16]=[CH:17][CH:18]=3)=[C:11]([C:8]3[CH:7]=[CH:6][C:5]([OH:4])=[CH:10][CH:9]=3)[NH:38][C:36](=[O:37])[NH:35]2)[CH:28]=[C:29]([N+:32]([O-:34])=[O:33])[C:30]=1[OH:31])[CH3:21]. The yield is 0.450. (2) The reactants are [CH2:1]([C:9]1[CH:14]=[CH:13][C:12]([N:15]2[CH2:20][CH2:19][N:18]([CH2:21][C:22]([O:24]C(C)(C)C)=[O:23])[CH2:17][CH2:16]2)=[CH:11][CH:10]=1)[CH2:2][CH2:3][CH2:4][CH2:5][CH2:6][CH2:7][CH3:8]. The catalyst is C(O)(C(F)(F)F)=O.C(Cl)Cl.CCO. The product is [CH2:1]([C:9]1[CH:14]=[CH:13][C:12]([N:15]2[CH2:20][CH2:19][N:18]([CH2:21][C:22]([OH:24])=[O:23])[CH2:17][CH2:16]2)=[CH:11][CH:10]=1)[CH2:2][CH2:3][CH2:4][CH2:5][CH2:6][CH2:7][CH3:8]. The yield is 0.470. (3) The reactants are [CH:1]1[C:6]([OH:7])=[CH:5][CH:4]=[C:3]([Br:8])[CH:2]=1.[CH:9]([Si:12](Cl)([CH:16]([CH3:18])[CH3:17])[CH:13]([CH3:15])[CH3:14])([CH3:11])[CH3:10].N1C=CN=C1. The catalyst is C(Cl)Cl.CCOCC. The product is [Br:8][C:3]1[CH:4]=[CH:5][C:6]([O:7][Si:12]([CH:16]([CH3:18])[CH3:17])([CH:13]([CH3:15])[CH3:14])[CH:9]([CH3:11])[CH3:10])=[CH:1][CH:2]=1. The yield is 0.820. (4) The reactants are Br[CH2:2][CH2:3][C:4]1[C:12]2[C:7](=[CH:8][C:9]([Cl:14])=[C:10]([CH3:13])[CH:11]=2)[NH:6][C:5]=1[Si:15]([CH2:20][CH3:21])([CH2:18][CH3:19])[CH2:16][CH3:17].[N-:22]=[N+:23]=[N-:24].[Na+]. The catalyst is CN(C=O)C. The product is [N:22]([CH2:2][CH2:3][C:4]1[C:12]2[C:7](=[CH:8][C:9]([Cl:14])=[C:10]([CH3:13])[CH:11]=2)[NH:6][C:5]=1[Si:15]([CH2:20][CH3:21])([CH2:18][CH3:19])[CH2:16][CH3:17])=[N+:23]=[N-:24]. The yield is 1.00.